Dataset: Forward reaction prediction with 1.9M reactions from USPTO patents (1976-2016). Task: Predict the product of the given reaction. (1) Given the reactants [CH2:1]([O:3][C:4]([CH2:6][C@H:7]1[CH2:12][CH2:11][C@H:10]([C:13]([OH:15])=O)[CH2:9][CH2:8]1)=[O:5])[CH3:2].S(Cl)([Cl:18])=O, predict the reaction product. The product is: [CH2:1]([O:3][C:4](=[O:5])[CH2:6][C@H:7]1[CH2:12][CH2:11][C@H:10]([C:13]([Cl:18])=[O:15])[CH2:9][CH2:8]1)[CH3:2]. (2) The product is: [N:1]1([C:7]([N:9]2[CH2:14][CH:13]([C:15]3[CH:16]=[CH:17][C:18]([C:21]([F:22])([F:23])[F:24])=[CH:19][CH:20]=3)[CH2:12][CH:11]([CH2:25][S:26]([C:27]3[CH:32]=[CH:31][CH:30]=[CH:29][CH:28]=3)=[O:38])[CH2:10]2)=[O:8])[CH2:6][CH2:5][O:4][CH2:3][CH2:2]1. Given the reactants [N:1]1([C:7]([N:9]2[CH2:14][CH:13]([C:15]3[CH:20]=[CH:19][C:18]([C:21]([F:24])([F:23])[F:22])=[CH:17][CH:16]=3)[CH2:12][CH:11]([CH2:25][S:26][C:27]3[CH:32]=[CH:31][CH:30]=[CH:29][CH:28]=3)[CH2:10]2)=[O:8])[CH2:6][CH2:5][O:4][CH2:3][CH2:2]1.ClC1C=C(C=CC=1)C(OO)=[O:38], predict the reaction product. (3) Given the reactants [CH3:1][C:2]1[CH:3]=[C:4]([O:15][C:16]2[C:25]3[C:20](=[CH:21][C:22]([OH:28])=[C:23]([O:26][CH3:27])[CH:24]=3)[N:19]=[CH:18][CH:17]=2)[C:5]([C:9]2[CH:14]=[CH:13][CH:12]=[CH:11][N:10]=2)=[N:6][C:7]=1[CH3:8].C(=O)([O-])[O-].[K+].[K+].Br[CH2:36][CH2:37][CH2:38][OH:39], predict the reaction product. The product is: [CH3:1][C:2]1[CH:3]=[C:4]([O:15][C:16]2[C:25]3[C:20](=[CH:21][C:22]([O:28][CH2:36][CH2:37][CH2:38][OH:39])=[C:23]([O:26][CH3:27])[CH:24]=3)[N:19]=[CH:18][CH:17]=2)[C:5]([C:9]2[CH:14]=[CH:13][CH:12]=[CH:11][N:10]=2)=[N:6][C:7]=1[CH3:8]. (4) Given the reactants [CH2:1]([N:3]1[CH2:8][CH2:7][CH2:6][CH:5]([OH:9])[CH2:4]1)[CH3:2].[OH-].[Na+].Cl[C:13]1[N:18]=[C:17]([NH:19][C:20]2[CH:25]=[CH:24][C:23]([O:26][CH3:27])=[C:22]([Cl:28])[CH:21]=2)[N:16]=[C:15]([NH:29][CH:30]2[CH2:36][CH2:35][CH2:34][CH2:33][CH2:32][CH2:31]2)[N:14]=1, predict the reaction product. The product is: [Cl:28][C:22]1[CH:21]=[C:20]([NH:19][C:17]2[N:16]=[C:15]([NH:29][CH:30]3[CH2:31][CH2:32][CH2:33][CH2:34][CH2:35][CH2:36]3)[N:14]=[C:13]([O:9][CH:5]3[CH2:6][CH2:7][CH2:8][N:3]([CH2:1][CH3:2])[CH2:4]3)[N:18]=2)[CH:25]=[CH:24][C:23]=1[O:26][CH3:27].